Dataset: Forward reaction prediction with 1.9M reactions from USPTO patents (1976-2016). Task: Predict the product of the given reaction. (1) Given the reactants [Br-].[CH3:2][O:3][C:4]1[CH:24]=[CH:23][CH:22]=[C:21]([O:25][CH3:26])[C:5]=1[CH2:6][NH:7][C:8]([NH:10][C:11]1[S:12][CH:13]=[C:14]([C:16]([O:18]CC)=O)[N:15]=1)=[NH:9].[CH:27]([NH:30]C(C)C)([CH3:29])[CH3:28], predict the reaction product. The product is: [CH3:26][O:25][C:21]1[CH:22]=[CH:23][CH:24]=[C:4]([O:3][CH3:2])[C:5]=1[CH2:6][NH:7][C:8]([NH:10][C:11]1[S:12][CH:13]=[C:14]([C:16]([NH:30][CH:27]([CH3:29])[CH3:28])=[O:18])[N:15]=1)=[NH:9]. (2) Given the reactants [Cl:1][C:2]1[C:3]([C:19]([N:21]2[CH2:25][CH2:24][C:23]([F:27])([F:26])[CH2:22]2)=[O:20])=[CH:4][C:5]([O:11][CH2:12][C:13]2[CH:18]=[CH:17][CH:16]=[CH:15][CH:14]=2)=[C:6]([CH:10]=1)[C:7](O)=[O:8].C(N(C(C)C)CC)(C)C.CN(C(ON1N=[N:52][C:47]2[CH:48]=[CH:49][CH:50]=[N:51][C:46]1=2)=[N+](C)C)C.F[P-](F)(F)(F)(F)F.NC1C=NC=CC=1, predict the reaction product. The product is: [Cl:1][C:2]1[C:3]([C:19]([N:21]2[CH2:25][CH2:24][C:23]([F:26])([F:27])[CH2:22]2)=[O:20])=[CH:4][C:5]([O:11][CH2:12][C:13]2[CH:14]=[CH:15][CH:16]=[CH:17][CH:18]=2)=[C:6]([CH:10]=1)[C:7]([NH:52][C:47]1[CH:46]=[N:51][CH:50]=[CH:49][CH:48]=1)=[O:8]. (3) Given the reactants [CH2:1]([OH:11])[CH2:2][CH2:3][CH2:4][CH2:5][CH2:6][CH2:7][CH2:8][CH2:9][CH3:10].[Na].Br[C:14]1[CH:18]=[CH:17][S:16][CH:15]=1, predict the reaction product. The product is: [CH2:1]([O:11][C:14]1[CH:18]=[CH:17][S:16][CH:15]=1)[CH2:2][CH2:3][CH2:4][CH2:5][CH2:6][CH2:7][CH2:8][CH2:9][CH3:10]. (4) Given the reactants [OH:1][C:2]1[CH:18]=[CH:17][C:5]([CH:6]=[C:7]2[C:12](=[O:13])[O:11][C:10]([CH3:15])([CH3:14])[O:9][C:8]2=[O:16])=[CH:4][CH:3]=1.[CH2:19]1[CH2:23]OC[CH2:20]1, predict the reaction product. The product is: [OH:1][C:2]1[CH:3]=[CH:4][C:5]([CH:6]([CH:7]2[C:8](=[O:16])[O:9][C:10]([CH3:15])([CH3:14])[O:11][C:12]2=[O:13])[C:20]#[C:19][CH3:23])=[CH:17][CH:18]=1. (5) Given the reactants [NH2:1][C:2]1[S:3][C:4]([C:10]2[CH:15]=[CH:14][C:13]([S:16]([CH3:19])(=[O:18])=[O:17])=[CH:12][CH:11]=2)=[CH:5][C:6]=1[C:7]([NH2:9])=[O:8].Br[C:21]1[N:26]=[C:25]([CH2:27][O:28][CH2:29][C:30]([CH3:33])([OH:32])[CH3:31])[CH:24]=[CH:23][CH:22]=1.C([O-])([O-])=O.[K+].[K+].CC(C1C=C(C(C)C)C(C2C=CC=CC=2P(C2CCCCC2)C2CCCCC2)=C(C(C)C)C=1)C.C(O)(CC)(C)C, predict the reaction product. The product is: [OH:32][C:30]([CH3:33])([CH3:31])[CH2:29][O:28][CH2:27][C:25]1[N:26]=[C:21]([NH:1][C:2]2[S:3][C:4]([C:10]3[CH:11]=[CH:12][C:13]([S:16]([CH3:19])(=[O:18])=[O:17])=[CH:14][CH:15]=3)=[CH:5][C:6]=2[C:7]([NH2:9])=[O:8])[CH:22]=[CH:23][CH:24]=1.